From a dataset of Catalyst prediction with 721,799 reactions and 888 catalyst types from USPTO. Predict which catalyst facilitates the given reaction. (1) Reactant: C(OC(=O)[NH:7][C:8]1([C:12]2[CH:17]=[CH:16][C:15]([C:18]3[C:23]([C:24]4[CH:29]=[CH:28][CH:27]=[CH:26][CH:25]=4)=[CH:22][N:21]4[N:30]=[C:31]([NH2:33])[N:32]=[C:20]4[N:19]=3)=[CH:14][CH:13]=2)[CH2:11][CH2:10][CH2:9]1)(C)(C)C.C(O)(C(F)(F)F)=O. Product: [NH2:7][C:8]1([C:12]2[CH:13]=[CH:14][C:15]([C:18]3[C:23]([C:24]4[CH:29]=[CH:28][CH:27]=[CH:26][CH:25]=4)=[CH:22][N:21]4[N:30]=[C:31]([NH2:33])[N:32]=[C:20]4[N:19]=3)=[CH:16][CH:17]=2)[CH2:11][CH2:10][CH2:9]1. The catalyst class is: 2. (2) Reactant: [C:1](Cl)(=[O:3])[CH3:2].[CH:5]([NH:8][C:9]1[C:14]([C:15]([NH:17][NH2:18])=[O:16])=[CH:13][N:12]=[C:11]([C:19]2[CH:24]=[CH:23][CH:22]=[C:21]([C:25]3[CH:26]=[N:27][N:28]([CH3:30])[CH:29]=3)[CH:20]=2)[N:10]=1)([CH3:7])[CH3:6]. Product: [C:1]([NH:18][NH:17][C:15]([C:14]1[C:9]([NH:8][CH:5]([CH3:7])[CH3:6])=[N:10][C:11]([C:19]2[CH:24]=[CH:23][CH:22]=[C:21]([C:25]3[CH:26]=[N:27][N:28]([CH3:30])[CH:29]=3)[CH:20]=2)=[N:12][CH:13]=1)=[O:16])(=[O:3])[CH3:2]. The catalyst class is: 2. (3) Reactant: Br[C:2]1[CH:7]=[C:6]([CH3:8])[CH:5]=[CH:4][C:3]=1[O:9][CH2:10][CH2:11]Br.[Li]CCCC. Product: [CH3:8][C:6]1[CH:7]=[CH:2][C:3]2[O:9][CH2:10][CH2:11][C:4]=2[CH:5]=1. The catalyst class is: 1. (4) Reactant: [Cl:1][C:2]1[CH:3]=[C:4]([CH2:9][C:10]#N)[CH:5]=[C:6]([Cl:8])[CH:7]=1.S(=O)(=O)(O)[OH:13].[OH2:17]. Product: [Cl:1][C:2]1[CH:3]=[C:4]([CH2:9][C:10]([OH:13])=[O:17])[CH:5]=[C:6]([Cl:8])[CH:7]=1. The catalyst class is: 81. (5) Reactant: F[C:2]1[CH:12]=[CH:11][C:5]([C:6]([O:8][CH2:9][CH3:10])=[O:7])=[CH:4][C:3]=1[C:13]([N:15]1[CH2:24][CH2:23][C:22]2[C:17](=[CH:18][CH:19]=[CH:20][CH:21]=2)[CH2:16]1)=[O:14].[CH2:25]([N:29]([CH2:39][CH2:40][CH2:41][CH3:42])[C:30]([C:32]1[C:36]([Cl:37])=[C:35]([CH3:38])[NH:34][N:33]=1)=[O:31])[CH2:26][CH2:27][CH3:28].C([O-])([O-])=O.[K+].[K+]. Product: [Cl:37][C:36]1[C:32]([C:30](=[O:31])[N:29]([CH2:39][CH2:40][CH2:41][CH3:42])[CH2:25][CH2:26][CH2:27][CH3:28])=[N:33][N:34]([C:2]2[CH:12]=[CH:11][C:5]([C:6]([O:8][CH2:9][CH3:10])=[O:7])=[CH:4][C:3]=2[C:13]([N:15]2[CH2:24][CH2:23][C:22]3[C:17](=[CH:18][CH:19]=[CH:20][CH:21]=3)[CH2:16]2)=[O:14])[C:35]=1[CH3:38]. The catalyst class is: 37.